From a dataset of Peptide-MHC class I binding affinity with 185,985 pairs from IEDB/IMGT. Regression. Given a peptide amino acid sequence and an MHC pseudo amino acid sequence, predict their binding affinity value. This is MHC class I binding data. (1) The peptide sequence is QLIRLLTW. The MHC is Mamu-B3901 with pseudo-sequence Mamu-B3901. The binding affinity (normalized) is 0.216. (2) The peptide sequence is HQAAMQIIR. The MHC is Mamu-B6601 with pseudo-sequence Mamu-B6601. The binding affinity (normalized) is 0.530. (3) The peptide sequence is AMDTHLYFE. The MHC is HLA-B39:01 with pseudo-sequence HLA-B39:01. The binding affinity (normalized) is 0.0847.